From a dataset of Full USPTO retrosynthesis dataset with 1.9M reactions from patents (1976-2016). Predict the reactants needed to synthesize the given product. (1) Given the product [OH:22][CH2:21][C:7]1([CH2:15][OH:18])[C:2](=[O:1])[CH2:3][CH2:4][N:5]([C:8]([O:10][C:11]([CH3:14])([CH3:13])[CH3:12])=[O:9])[CH2:6]1, predict the reactants needed to synthesize it. The reactants are: [O:1]=[C:2]1[CH2:7][CH2:6][N:5]([C:8]([O:10][C:11]([CH3:14])([CH3:13])[CH3:12])=[O:9])[CH2:4][CH2:3]1.[C:15](=[O:18])([O-])[O-].[K+].[K+].[CH2:21]=[O:22]. (2) Given the product [O:1]1[C:5]2[CH:6]=[CH:7][CH:8]=[CH:9][C:4]=2[C:3]([C:10]([OH:12])=[O:11])=[CH:2]1, predict the reactants needed to synthesize it. The reactants are: [O:1]1[C:5]2[CH:6]=[CH:7][CH:8]=[CH:9][C:4]=2[C:3]([C:10]([OH:12])=[O:11])=[C:2]1C(O)=O.N1C2C(=CC=CC=2)C=CC=1. (3) Given the product [F:25][C:20]1[CH:19]=[C:18]([C:13]2[C:12]([CH2:11][O:10][C:7]3[CH:8]=[CH:9][C:4]([C:3]([NH:27][CH2:28][C:29]([CH3:33])([CH3:32])[CH2:30][OH:31])=[O:26])=[CH:5][N:6]=3)=[C:16]([CH3:17])[O:15][N:14]=2)[CH:23]=[CH:22][C:21]=1[F:24], predict the reactants needed to synthesize it. The reactants are: CO[C:3](=[O:26])[C:4]1[CH:9]=[CH:8][C:7]([O:10][CH2:11][C:12]2[C:13]([C:18]3[CH:23]=[CH:22][C:21]([F:24])=[C:20]([F:25])[CH:19]=3)=[N:14][O:15][C:16]=2[CH3:17])=[N:6][CH:5]=1.[NH2:27][CH2:28][C:29]([CH3:33])([CH3:32])[CH2:30][OH:31]. (4) Given the product [CH2:17]([O:24][C:25]([N:6]1[CH2:7][CH2:8][CH:3]([CH2:2][NH2:1])[CH2:4][CH2:5]1)=[O:26])[C:18]1[CH:23]=[CH:22][CH:21]=[CH:20][CH:19]=1, predict the reactants needed to synthesize it. The reactants are: [NH2:1][CH2:2][CH:3]1[CH2:8][CH2:7][NH:6][CH2:5][CH2:4]1.C(=O)C1C=CC=CC=1.[CH2:17]([O:24][C:25](Cl)=[O:26])[C:18]1[CH:23]=[CH:22][CH:21]=[CH:20][CH:19]=1.[K]. (5) Given the product [C:29]([C:26]1[CH:27]=[CH:28][C:17]([CH2:16][NH:15][C:6](=[O:8])[C:5]2[CH:9]=[CH:10][CH:11]=[C:3]([C:2]([F:1])([F:13])[F:12])[CH:4]=2)=[C:18]([O:19][CH2:20][C:21](=[O:22])[NH:23][CH3:24])[CH:25]=1)#[N:30], predict the reactants needed to synthesize it. The reactants are: [F:1][C:2]([F:13])([F:12])[C:3]1[CH:4]=[C:5]([CH:9]=[CH:10][CH:11]=1)[C:6]([OH:8])=O.Cl.[NH2:15][CH2:16][C:17]1[CH:28]=[CH:27][C:26]([C:29]#[N:30])=[CH:25][C:18]=1[O:19][CH2:20][C:21]([NH:23][CH3:24])=[O:22]. (6) Given the product [CH2:28]([O:35][C:36]1([C:40]2[S:41][C:42]([C:8]3[CH:13]=[C:12]([NH:14][C:15]4[N:20]=[C:19]([C:21]([F:24])([F:23])[F:22])[CH:18]=[CH:17][N:16]=4)[CH:11]=[C:10]([O:25][CH2:26][CH3:27])[N:9]=3)=[CH:43][N:44]=2)[CH2:37][CH2:38][CH2:39]1)[C:29]1[CH:30]=[CH:31][CH:32]=[CH:33][CH:34]=1, predict the reactants needed to synthesize it. The reactants are: O1CCOCC1.Cl[C:8]1[CH:13]=[C:12]([NH:14][C:15]2[N:20]=[C:19]([C:21]([F:24])([F:23])[F:22])[CH:18]=[CH:17][N:16]=2)[CH:11]=[C:10]([O:25][CH2:26][CH3:27])[N:9]=1.[CH2:28]([O:35][C:36]1([C:40]2[S:41][C:42]([Sn](C)(C)C)=[CH:43][N:44]=2)[CH2:39][CH2:38][CH2:37]1)[C:29]1[CH:34]=[CH:33][CH:32]=[CH:31][CH:30]=1. (7) Given the product [F:2][C:3]1[C:4]([OH:18])=[N:5][C:6]([C:9]2[CH:10]=[N:11][N:12]3[CH:17]=[CH:16][N:15]=[CH:14][C:13]=23)=[N:7][CH:8]=1, predict the reactants needed to synthesize it. The reactants are: Cl.[F:2][C:3]1[C:4]([O:18]C)=[N:5][C:6]([C:9]2[CH:10]=[N:11][N:12]3[CH:17]=[CH:16][N:15]=[CH:14][C:13]=23)=[N:7][CH:8]=1.[OH-].[Na+]. (8) Given the product [NH2:40][C:26]1[N:27]=[C:28]([C:30]2[CH:39]=[C:38]3[C:33]([CH2:34][CH2:35][N:36]([C:12]([NH:11][C@@H:9]4[CH2:10][C@H:8]4[C:2]4[CH:7]=[CH:6][CH:5]=[CH:4][CH:3]=4)=[O:13])[CH2:37]3)=[CH:32][CH:31]=2)[CH:29]=[C:24]([N:21]2[CH2:20][CH2:19][N:18]([CH3:17])[CH2:23][CH2:22]2)[N:25]=1, predict the reactants needed to synthesize it. The reactants are: Cl.[C:2]1([C@@H:8]2[CH2:10][C@H:9]2[NH2:11])[CH:7]=[CH:6][CH:5]=[CH:4][CH:3]=1.[C:12](Cl)(Cl)=[O:13].Cl.[CH3:17][N:18]1[CH2:23][CH2:22][N:21]([C:24]2[CH:29]=[C:28]([C:30]3[CH:39]=[C:38]4[C:33]([CH2:34][CH2:35][NH:36][CH2:37]4)=[CH:32][CH:31]=3)[N:27]=[C:26]([NH2:40])[N:25]=2)[CH2:20][CH2:19]1. (9) Given the product [C:2]([C:7]1[O:11][C:10]([CH2:12][N:13]2[CH:17]=[C:16]([NH:18][C:28](=[O:29])/[CH:27]=[CH:26]/[C:21]3[CH:22]=[CH:23][CH:24]=[CH:25][C:20]=3[Cl:19])[CH:15]=[N:14]2)=[CH:9][CH:8]=1)(=[O:6])[CH3:1], predict the reactants needed to synthesize it. The reactants are: [CH3:1][C:2]1([C:7]2[O:11][C:10]([CH2:12][N:13]3[CH:17]=[C:16]([NH2:18])[CH:15]=[N:14]3)=[CH:9][CH:8]=2)[O:6]CCO1.[Cl:19][C:20]1[CH:25]=[CH:24][CH:23]=[CH:22][C:21]=1/[CH:26]=[CH:27]/[C:28](O)=[O:29]. (10) Given the product [CH2:1]([O:3][C:4](=[O:12])[CH:5]([C:6]1[CH:11]=[CH:10][CH:9]=[CH:8][CH:7]=1)[CH2:24][CH:23]=[O:25])[CH3:2], predict the reactants needed to synthesize it. The reactants are: [CH2:1]([O:3][C:4](=[O:12])[CH2:5][C:6]1[CH:11]=[CH:10][CH:9]=[CH:8][CH:7]=1)[CH3:2].C[Si]([N-][Si](C)(C)C)(C)C.[K+].[CH2:23]([O:25]C(OCC)CBr)[CH3:24].C(Cl)(Cl)Cl.C(O)(C(F)(F)F)=O.C([O-])([O-])=O.[K+].[K+].